Dataset: Forward reaction prediction with 1.9M reactions from USPTO patents (1976-2016). Task: Predict the product of the given reaction. (1) Given the reactants C([O:8][N:9]1[C:18]2[C:13](=[CH:14][C:15]([C:19]3[CH:24]=[CH:23][CH:22]=[CH:21][CH:20]=3)=[CH:16][N:17]=2)[C:12]([OH:25])=[C:11]([C:26]([O:28][CH2:29][CH3:30])=[O:27])[C:10]1=[O:31])C1C=CC=CC=1, predict the reaction product. The product is: [OH:8][N:9]1[C:18]2[C:13](=[CH:14][C:15]([C:19]3[CH:24]=[CH:23][CH:22]=[CH:21][CH:20]=3)=[CH:16][N:17]=2)[C:12]([OH:25])=[C:11]([C:26]([O:28][CH2:29][CH3:30])=[O:27])[C:10]1=[O:31]. (2) Given the reactants [CH3:1][C:2]1[CH:10]=[CH:9][C:5]([C:6]([OH:8])=[O:7])=[C:4]([Cl:11])[CH:3]=1.FC(S(O)(=O)=O)(F)F.[I:20]N1C(=O)CCC1=O, predict the reaction product. The product is: [Cl:11][C:4]1[CH:3]=[C:2]([CH3:1])[C:10]([I:20])=[CH:9][C:5]=1[C:6]([OH:8])=[O:7]. (3) Given the reactants Cl.[NH:2]1[CH2:5][CH:4]([NH:6][C:7]([C:9]2[CH:13]=[C:12]([C:14]3[CH:19]=[C:18]([C:20]([CH3:23])([CH3:22])[CH3:21])[CH:17]=[C:16]([C:24]([CH3:27])([CH3:26])[CH3:25])[CH:15]=3)[N:11]([CH2:28][CH:29]3[CH2:34][CH2:33][CH2:32][CH2:31][CH2:30]3)[C:10]=2[CH3:35])=[O:8])[CH2:3]1.CCN(C(C)C)C(C)C.[C:45](Cl)(=[O:47])[CH3:46], predict the reaction product. The product is: [C:45]([N:2]1[CH2:3][CH:4]([NH:6][C:7]([C:9]2[CH:13]=[C:12]([C:14]3[CH:19]=[C:18]([C:20]([CH3:21])([CH3:22])[CH3:23])[CH:17]=[C:16]([C:24]([CH3:25])([CH3:26])[CH3:27])[CH:15]=3)[N:11]([CH2:28][CH:29]3[CH2:30][CH2:31][CH2:32][CH2:33][CH2:34]3)[C:10]=2[CH3:35])=[O:8])[CH2:5]1)(=[O:47])[CH3:46]. (4) Given the reactants C(O[C@H:5]([CH2:8][CH2:9][C@@H:10]([OH:23])[CH2:11][O:12]S(C1C=CC(C)=CC=1)(=O)=O)[C:6]#[CH:7])(=O)C.C([O-])([O-])=O.[K+].[K+].[NH4+].[Cl-], predict the reaction product. The product is: [C:6]([C@@H:5]1[O:23][C@@H:10]([CH2:11][OH:12])[CH2:9][CH2:8]1)#[CH:7]. (5) The product is: [CH3:24][C:23]1[CH:22]=[C:21]([CH3:25])[NH:20][C:19](=[O:26])[C:18]=1[CH2:17][NH:16][C:14]([C:4]1[C:5]2[CH:10]=[N:9][N:8]([CH:11]([CH3:13])[CH3:12])[C:6]=2[N:7]=[C:2]([NH:27][C:28]2[CH:37]=[CH:36][C:31]3[NH:32][C:33](=[O:35])[NH:34][C:30]=3[CH:29]=2)[CH:3]=1)=[O:15]. Given the reactants Cl[C:2]1[CH:3]=[C:4]([C:14]([NH:16][CH2:17][C:18]2[C:19](=[O:26])[NH:20][C:21]([CH3:25])=[CH:22][C:23]=2[CH3:24])=[O:15])[C:5]2[CH:10]=[N:9][N:8]([CH:11]([CH3:13])[CH3:12])[C:6]=2[N:7]=1.[NH2:27][C:28]1[CH:37]=[CH:36][C:31]2[NH:32][C:33](=[O:35])[NH:34][C:30]=2[CH:29]=1.C(=O)([O-])[O-].[Cs+].[Cs+].CC1(C)C2C(=C(P(C3C=CC=CC=3)C3C=CC=CC=3)C=CC=2)OC2C(P(C3C=CC=CC=3)C3C=CC=CC=3)=CC=CC1=2, predict the reaction product.